This data is from Experimentally validated miRNA-target interactions with 360,000+ pairs, plus equal number of negative samples. The task is: Binary Classification. Given a miRNA mature sequence and a target amino acid sequence, predict their likelihood of interaction. (1) The miRNA is hsa-miR-4693-5p with sequence AUACUGUGAAUUUCACUGUCACA. The protein sequence of the target gene is MATQVMGQSSGGGGLFTSSGNIGMALPNDMYDLHDLSKAELAAPQLIMLANVALTGEVNGSCCDYLVGEERQMAELMPVGDNNFSDSEEGEGLEESADIKGEPHGLENMELRSLELSVVEPQPVFEASGAPDIYSSNKDLPPETPGAEDKGKSSKTKPFRCKPCQYEAESEEQFVHHIRVHSAKKFFVEESAEKQAKARESGSSTAEEGDFSKGPIRCDRCGYNTNRYDHYTAHLKHHTRAGDNERVYKCIICTYTTVSEYHWRKHLRNHFPRKVYTCGKCNYFSDRKNNYVQHVRTHTG.... Result: 1 (interaction). (2) The miRNA is hsa-miR-432-5p with sequence UCUUGGAGUAGGUCAUUGGGUGG. The protein sequence of the target gene is MPSAGLCSCWGGRVLPLLLAYVCYLLLGATIFQLLERQAEAQSRDQFQLEKLRFLENYTCLDQWAMEQFVQVIMEAWVKGVNPKGNSTNPSNWDFGSSFFFAGTVVTTIGYGNLAPSTEAGQVFCVFYALLGIPLNVIFLNHLGTGLRAHLAAIERWEDRPRRSQVLQVLGLALFLTLGTLVILIFPPMVFSHVEGWSFSEGFYFAFITLSTIGFGDYVVGTDPSKHYISVYRSLAAIWILLGLAWLALILPLGPLLLHRCCQLWLLSLRQGCGAKAAPGRRPRRGSTAARGVQVTPQDF.... Result: 1 (interaction). (3) The miRNA is hsa-miR-142-3p with sequence UGUAGUGUUUCCUACUUUAUGGA. The protein sequence of the target gene is MVSSCCGSVSSEQSCGLENCCRPSCCQTTCCRTTCCRPSCCKPQCCQSVCYQPTCCHPSCCISSCCRPYCCESSCCRPCCCQTTCCRTTCCRTTCCCPSCCVSSCCRPQCCQSVCCQPTCCRPSCCISSCCHPSCCESSCCRPCCCVRPVCGRVSCHTTCYRPTCVISTCPRPLCCASSCC. Result: 1 (interaction). (4) The miRNA is mmu-miR-153-3p with sequence UUGCAUAGUCACAAAAGUGAUC. The protein sequence of the target gene is MALLGNFLCCLLVAWLCGPGLGVPLAPADRAPAVGQFWHVTDLHLDPTYHITDDRTKVCASSKGANASNPGPFGDVLCDSPYQLILSAFDFIKNSGQEASFMIWTGDSPPHVPVPELSTGTVIKVITNMTMTVQNLFPNLQVFPALGNHDYWPQDQLPIVTSKVYSAVADLWKPWLGEEAISTLKKGGFYSQKVASNPGLRIISLNTNLYYGPNIMTLNKTDPANQFEWLENTLNSSLWNKEKVYIIAHVPVGYLPYATDTPAIRQYYNEKLLDIFRRYSSVIAGQFYGHTHRDSLMVLS.... Result: 0 (no interaction). (5) The miRNA is mmu-miR-142a-3p with sequence UGUAGUGUUUCCUACUUUAUGGA. The protein sequence of the target gene is MASEAPSPPRSPPPPTSPEPELAQLRRKVEKLERELRSCKRQVREIEKLLHHTERLYQNAESNNQELRTQVEELSKILQRGRNEDNKKSDVEVQTENHAPWSISDYFYQTYYNDVSLPNKVTELSDQQDQAIETSILNSKDHLQVENDAYPGTDRTENVKYRQVDHFASNSQEPASALATEDTSLEGSSLAESLRAAAEAAVSQTGFSYDENTGLYFDHSTGFYYDSENQLYYDPSTGIYYYCDVESGRYQFHSRVDLQPYPTSSTKQSKDKKLKKKRKDPDSSATNEEKDLNSEDQKAF.... Result: 0 (no interaction). (6) The miRNA is hsa-miR-6878-3p with sequence CUGGCCUCUUCUUUCUCCUAG. The protein sequence of the target gene is MSVAFVPDWLRGKAEVNQETIQRLLEENDQLIRCIVEYQNKGRGNECVQYQHVLHRNLIYLATIADASPTSTSKAME. Result: 0 (no interaction). (7) The miRNA is mmu-miR-6954-5p with sequence UGGGGCAGUUCUGGGGGCAGAU. The protein sequence of the target gene is MAWRPGERGAPASRPRLALLLLLLLLPLPSGAWYKHVASPRYHTVGRAAGLLMGLRRSPYLWRRALRAAAGPLARDTLSPEPAAREAPLLLPSWVQELWETRRRSSQAGIPVRAPRSPRAPEPALEPESLDFSGAGQRLRRDVSRPAVDPAANRLGLPCLAPGPF. Result: 0 (no interaction). (8) The miRNA is hsa-miR-6895-3p with sequence UGUCUCUCGCCCUUGGCCUUAG. The protein sequence of the target gene is MATSILGEEPRFGTTPLAMLAATCNKIGNTSPLTTLPESSAFAKGGFHPWKRSSSSCNLGSSLSGFAVATGGRGSGGLAGGSGAANSAFCLASTSPTSSAFSSDYGGLFSNSAAAAAAAAGVSPQEAGGQSAFISKVHTTAADGLYPRVGMAHPYESWYKSGFHSTLAAGEVTNGAASSWWDVHSSPGSWLEVQNPAGGLQSSLHSGAPQASLHSQLGTYNPDFSSLTHSAFSSTGLGSSAAAASHLLSTSQHLLAQDGFKPVLPSYSDSSAAVAAAAASAMISGAAAAAAGGSSARSAR.... Result: 1 (interaction). (9) The miRNA is cel-miR-246-3p with sequence UUACAUGUUUCGGGUAGGAGC. The protein sequence of the target gene is MLRVLCLLRPWRPLRARGCASDGAAGGSEIQVRALAGPDQGITEILMNRPSARNALGNVFVSELLETLAQLREDRQVRVLLFRSGVKGVFCAGADLKEREQMSEAEVGVFVQRLRGLMNDIAAFPAPTIAAMDGFALGGGLELALACDLRVAASSAVMGLIETTRGLLPGAGGTQRLPRCLGVALAKELIFTGRRLSGTEAHVLGLVNHAVAQNEEGDAAYQRARALAQEILPQAPIAVRLGKVAIDRGTEVDIASGMAIEGMCYAQNIPTRDRLEGMAAFREKRTPKFVGK. Result: 0 (no interaction).